From a dataset of Forward reaction prediction with 1.9M reactions from USPTO patents (1976-2016). Predict the product of the given reaction. (1) Given the reactants [CH2:1]([OH:7])[CH2:2][CH2:3][CH2:4][CH:5]=[CH2:6].C(N(CC)CC)C.[CH3:15][S:16](Cl)(=[O:18])=[O:17], predict the reaction product. The product is: [CH3:15][S:16]([O:7][CH2:1][CH2:2][CH2:3][CH2:4][CH:5]=[CH2:6])(=[O:18])=[O:17]. (2) Given the reactants [Br:1][C:2]1N2C(Cl)=C(C(O)=O)N=C2C=[C:4]([C:15]([F:18])([F:17])[F:16])[CH:3]=1.CN(C([O:26]N1N=NC2C=CC=NC1=2)=[N+](C)C)C.F[P-](F)(F)(F)(F)F.[CH:43]([N:46](CC)C(C)C)(C)[CH3:44].[ClH:52].[F:53][C:54]1[CH:55]=[C:56]([CH:60]2[CH2:64][CH2:63][NH:62][CH2:61]2)[CH:57]=[CH:58][CH:59]=1.[CH3:65][N:66]([CH:68]=O)[CH3:67], predict the reaction product. The product is: [Br:1][C:2]1[CH:3]=[C:4]([C:15]([F:16])([F:17])[F:18])[C:67]2[N:66]([C:65]([Cl:52])=[C:43]([C:44]([N:62]3[CH2:63][CH2:64][CH:60]([C:56]4[CH:57]=[CH:58][CH:59]=[C:54]([F:53])[CH:55]=4)[CH2:61]3)=[O:26])[N:46]=2)[CH:68]=1. (3) Given the reactants [C:1]([Si:5]([CH3:16])([CH3:15])[N:6]1[C:10]2=[N:11][CH:12]=[CH:13][CH:14]=[C:9]2[CH2:8][CH2:7]1)([CH3:4])([CH3:3])[CH3:2].N1C=CC=CC=1.[Br:23]Br, predict the reaction product. The product is: [Br:23][C:13]1[CH:14]=[C:9]2[CH2:8][CH2:7][N:6]([Si:5]([C:1]([CH3:4])([CH3:3])[CH3:2])([CH3:16])[CH3:15])[C:10]2=[N:11][CH:12]=1. (4) Given the reactants [S:1]([C:5]1[CH:11]=[CH:10][C:8]([CH3:9])=[CH:7][CH:6]=1)([O-:4])(=[O:3])=[O:2].[Cl:12][C:13]1[CH:18]=[CH:17][C:16]([NH:19][C:20]([NH:22][C:23]2[CH:39]=[CH:38][C:26]([O:27][C:28]3[CH:33]=[CH:32][N:31]=[C:30]([C:34]([NH:36][CH3:37])=[O:35])[CH:29]=3)=[CH:25][CH:24]=2)=[O:21])=[CH:15][C:14]=1[C:40]([F:43])([F:42])[F:41], predict the reaction product. The product is: [S:1]([C:5]1[CH:11]=[CH:10][C:8]([CH3:9])=[CH:7][CH:6]=1)([OH:4])(=[O:3])=[O:2].[Cl:12][C:13]1[CH:18]=[CH:17][C:16]([NH:19][C:20]([NH:22][C:23]2[CH:39]=[CH:38][C:26]([O:27][C:28]3[CH:33]=[CH:32][N:31]=[C:30]([C:34]([NH:36][CH3:37])=[O:35])[CH:29]=3)=[CH:25][CH:24]=2)=[O:21])=[CH:15][C:14]=1[C:40]([F:43])([F:41])[F:42]. (5) The product is: [CH3:3][CH:2]([CH2:4][CH:5]([N:17]([CH3:18])[CH3:19])[C:6]1([C:10]2[CH:11]=[CH:12][C:13]([Cl:16])=[CH:14][CH:15]=2)[CH2:7][CH2:8][CH2:9]1)[CH3:1].[C:20]([O-:25])(=[O:24])[C:21]([O-:23])=[O:22]. Given the reactants [CH3:1][CH:2]([CH2:4][CH:5]([N:17]([CH3:19])[CH3:18])[C:6]1([C:10]2[CH:11]=[CH:12][C:13]([Cl:16])=[CH:14][CH:15]=2)[CH2:9][CH2:8][CH2:7]1)[CH3:3].[C:20]([OH:25])(=[O:24])[C:21]([OH:23])=[O:22], predict the reaction product. (6) Given the reactants [F:1][C:2]1[CH:7]=[CH:6][C:5]([C:8]2[N:9]=[C:10]([CH:21]=[O:22])[N:11]([CH2:13][O:14][CH2:15][CH2:16][Si:17]([CH3:20])([CH3:19])[CH3:18])[CH:12]=2)=[CH:4][CH:3]=1.[BH4-].[Na+], predict the reaction product. The product is: [F:1][C:2]1[CH:7]=[CH:6][C:5]([C:8]2[N:9]=[C:10]([CH2:21][OH:22])[N:11]([CH2:13][O:14][CH2:15][CH2:16][Si:17]([CH3:18])([CH3:19])[CH3:20])[CH:12]=2)=[CH:4][CH:3]=1. (7) Given the reactants [CH3:1][C:2]([CH3:22])([CH3:21])[CH2:3][CH2:4][C:5]([N:7]1[CH2:12][CH2:11][N:10]([C:13]2[N:18]=[C:17]([C:19]#[N:20])[CH:16]=[CH:15][N:14]=2)[CH2:9][CH2:8]1)=[O:6].Cl.[OH:24][NH2:25].C(=O)([O-])[O-].[K+].[K+], predict the reaction product. The product is: [NH2:20][C:19](=[N:25][OH:24])[C:17]1[CH:16]=[CH:15][N:14]=[C:13]([N:10]2[CH2:9][CH2:8][N:7]([C:5](=[O:6])[CH2:4][CH2:3][C:2]([CH3:22])([CH3:21])[CH3:1])[CH2:12][CH2:11]2)[N:18]=1. (8) Given the reactants [CH3:1][NH:2][C:3]([C:5]1[CH:6]=[C:7]([CH:12]=[C:13]([C:15]2[CH:20]=[CH:19][C:18]([CH3:21])=[CH:17][N:16]=2)[CH:14]=1)[C:8]([O:10][CH3:11])=[O:9])=S.C([NH:24][NH2:25])=O.[CH2:26]1COCC1, predict the reaction product. The product is: [CH3:21][C:18]1[CH:19]=[CH:20][C:15]([C:13]2[CH:12]=[C:7]([CH:6]=[C:5]([C:3]3[N:2]([CH3:26])[CH:1]=[N:25][N:24]=3)[CH:14]=2)[C:8]([O:10][CH3:11])=[O:9])=[N:16][CH:17]=1. (9) The product is: [C:1]([O:5][C:6]([C:8]1([CH2:29][CH:30]=[CH2:31])[N:12]2[C:13](=[O:28])[C:14]([NH:17][C:18]([O:20][CH2:21][C:22]3[CH:27]=[CH:26][CH:25]=[CH:24][CH:23]=3)=[O:19])=[CH:15][N:16]=[C:11]2[CH2:10][CH2:9]1)=[O:7])([CH3:4])([CH3:2])[CH3:3]. Given the reactants [C:1]([O:5][C:6]([C:8]1([CH3:29])[N:12]2[C:13](=[O:28])[C:14]([NH:17][C:18]([O:20][CH2:21][C:22]3[CH:27]=[CH:26][CH:25]=[CH:24][CH:23]=3)=[O:19])=[CH:15][N:16]=[C:11]2[CH2:10][CH2:9]1)=[O:7])([CH3:4])([CH3:3])[CH3:2].[CH2:30](OC(NC1C(=O)N2[C@H](C(OC(C)(C)C)=O)CCC2=NC=1)=O)[C:31]1C=CC=CC=1.C(I)C=C, predict the reaction product. (10) Given the reactants [NH2:1][C:2]1[CH:7]=[CH:6][CH:5]=[CH:4][C:3]=1[SH:8].Br[CH:10]([CH:16]([CH3:18])[CH3:17])[C:11](OCC)=[O:12].C(=O)([O-])[O-].[K+].[K+].Cl, predict the reaction product. The product is: [CH:16]([CH:10]1[C:11](=[O:12])[NH:1][C:2]2[CH:7]=[CH:6][CH:5]=[CH:4][C:3]=2[S:8]1)([CH3:18])[CH3:17].